From a dataset of Catalyst prediction with 721,799 reactions and 888 catalyst types from USPTO. Predict which catalyst facilitates the given reaction. (1) Reactant: [N:1]1[CH:6]=[CH:5][C:4]([C:7]2[CH:12]=[CH:11][C:10]([NH:13]C(=O)OC(C)(C)C)=[C:9]([NH:21][C:22](=O)OC(C)(C)C)[CH:8]=2)=[CH:3][CH:2]=1.C(O)(C(F)(F)F)=O.C([N:43]1[CH2:51][CH2:50][CH2:49][CH:45](C(O)=O)[CH2:44]1)(OC(C)(C)C)=O.C1C=CC2N(O)N=NC=2C=1.CN1CCOCC1.C(Cl)CCl. The catalyst class is: 2. Product: [NH:43]1[CH2:51][CH2:50][CH2:49][CH:45]([C:22]2[NH:21][C:9]3[CH:8]=[C:7]([C:4]4[CH:3]=[CH:2][N:1]=[CH:6][CH:5]=4)[CH:12]=[CH:11][C:10]=3[N:13]=2)[CH2:44]1. (2) Product: [C:1]([O:5][C:6]([N:8]1[CH2:15][C@H:14]2[C@H:10]([CH2:11][CH:12]([CH3:16])[CH2:13]2)[C@H:9]1[CH2:17][NH2:18])=[O:7])([CH3:3])([CH3:4])[CH3:2]. The catalyst class is: 50. Reactant: [C:1]([O:5][C:6]([N:8]1[CH2:15][C@H:14]2[C@H:10]([CH2:11][CH:12]([CH3:16])[CH2:13]2)[C@H:9]1[CH2:17][NH:18]CC1C=CC=CC=1)=[O:7])([CH3:4])([CH3:3])[CH3:2]. (3) Reactant: Br[C:2]1[CH:7]=[C:6]([Br:8])[CH:5]=[CH:4][N:3]=1.[C:9]1(B(O)O)[CH:14]=[CH:13][CH:12]=[CH:11][CH:10]=1.C(=O)([O-])[O-].[K+].[K+]. Product: [C:9]1([C:2]2[CH:7]=[C:6]([Br:8])[CH:5]=[CH:4][N:3]=2)[CH:14]=[CH:13][CH:12]=[CH:11][CH:10]=1. The catalyst class is: 762. (4) Reactant: [NH2:1][C:2]1[S:3][C:4]2[CH:10]=[CH:9][C:8]([NH:11][C:12]([NH2:14])=S)=[CH:7][C:5]=2[N:6]=1.[BrH:15].C1(SC([C:25]2[S:26][CH:27]=[CH:28][CH:29]=2)=N)C=CC=CC=1. Product: [BrH:15].[NH2:1][C:2]1[S:3][C:4]2[CH:10]=[CH:9][C:8]([NH:11][C:12]([C:25]3[S:26][CH:27]=[CH:28][CH:29]=3)=[NH:14])=[CH:7][C:5]=2[N:6]=1. The catalyst class is: 621.